Dataset: Experimentally validated miRNA-target interactions with 360,000+ pairs, plus equal number of negative samples. Task: Binary Classification. Given a miRNA mature sequence and a target amino acid sequence, predict their likelihood of interaction. (1) The miRNA is mmu-miR-184-3p with sequence UGGACGGAGAACUGAUAAGGGU. The protein sequence of the target gene is MGCCGCSEGCGSGCGGCGSGCGGCGSGCGGCGSSCCVPVCCCKPVCCCVPACSCSSCGSCGGSKGGCGSCGGSKGGCGSCGGSKGGCGSCGCSQCSCYKPCCCSSGCGSSCCQSSCCKPCCCQSSCCKPCCCSSGCGSSCCQSSCCNPCCSQSSCCVPVCCQCKI. Result: 0 (no interaction). (2) The miRNA is mmu-miR-7663-5p with sequence GCUGCUUGGUGAUCAUCCACUGU. The protein sequence of the target gene is MDAIKKKMQMLKLDKENALDRAEQAEADKKAAEDRSKQLEDELVSLQKKLKGTEDELDKYSEALKDAQEKLELAEKKATDAEADVASLNRRIQLVEEELDRAQERLATALQKLEEAEKAADESERGMKVIESRAQKDEEKMEIQEIQLKEAKHIAEDADRKYEEVARKLVIIESDLERAEERAELSEGKCAELEEELKTVTNNLKSLEAQAEKYSQKEDKYEEEIKVLSDKLKEAETRAEFAERSVTKLEKSIDDLEDELYAQKLKYKAISEELDHALNDMTSI. Result: 0 (no interaction). (3) The miRNA is hsa-miR-4458 with sequence AGAGGUAGGUGUGGAAGAA. The protein sequence of the target gene is MAQVLIVGAGMTGSLCAALLRRQTSGPLYLAVWDKAEDSGGRMTTACSPHNPQCTADLGAQYITCTPHYAKKHQRFYDELLAYGVLRPLSSPIEGMVMKEGDCNFVAPQGISSIIKHYLKESGAEVYFRHRVTQINLRDDKWEVSKQTGSPEQFDLIVLTMPVPEILQLQGDITTLISECQRQQLEAVSYSSRYALGLFYEAGTKIDVPWAGQYITSNPCIRFVSIDNKKRNIESSEIGPSLVIHTTVPFGVTYLEHSIEDVQELVFQQLENILPGLPQPIATKCQKWRHSQVTNAAANC.... Result: 0 (no interaction). (4) The miRNA is hsa-miR-5003-5p with sequence UCACAACAACCUUGCAGGGUAGA. The protein sequence of the target gene is MPAGRAARTCALLALCLLGAGAQDFGPTRFICTSVPVDADMCAASVAAGGAEELRSSVLQLRETVLQQKETILSQKETIRELTAKLGRCESQSTLDPGAGEARAGGGRKQPGSGKNTMGDLSRTPAAETLSQLGQTLQSLKTRLENLEQYSRLNSSSQTNSLKDLLQSKIDELERQVLSRVNTLEEGKGGPRNDTEERVKIETALTSLHQRISELEKGQKDNRPGDKFQLTFPLRTNYMYAKVKKSLPEMYAFTVCMWLKSSATPGVGTPFSYAVPGQANELVLIEWGNNPMEILINDKV.... Result: 1 (interaction). (5) The miRNA is hsa-miR-6499-3p with sequence AGCAGUGUUUGUUUUGCCCACA. The protein sequence of the target gene is MSRSRQPPLVTGISPNEGIPWTKVTIRGENLGTGPTDLIGLTICGHNCLLTAEWMSASKIVCRVGQAKNDKGDIIVTTKSGGRGTSTVSFKLLKPEKIGILDQSAVWVDEMNYYDMRTDRNKGIPPLSLRPANPLGIEIEKSKFSQKDLEMLFHGMSADFTSENFSAAWYLIENHSNTSFEQLKMAVTNLKRQANKKSEGSLAYVKGGLSTFFEAQDALSAIHQKLEADGTEKVEGSMTQKLENVLNRASNTADTLFQEVLGRKDKADSTRNALNVLQRFKFLFNLPLNIERNIQKGDYD.... Result: 0 (no interaction). (6) The miRNA is hsa-miR-4269 with sequence GCAGGCACAGACAGCCCUGGC. The protein sequence of the target gene is MGFLQLLVVAVLASEHRVAGAAEVFGNSSEGLIEFSVGKFRYFELNRPFPEEAILHDISSNVTFLIFQIHSQYQNTTVSFSPTLLSNSSETGTASGLVFILRPEQSTCTWYLGTSGIQPVQNMAILLSYSERDPVPGGCNLEFDLDIDPNIYLEYNFFETTIKFAPANLGYARGVDPPPCDAGTDQDSRWRLQYDVYQYFLPENDLTEEMLLKHLQRMVSVPQVKASALKVVTLTANDKTSVSFSSLPGQGVIYNVIVWDPFLNTSAAYIPAHTYACSFEAGEGSCASLGRVSSKVFFTL.... Result: 1 (interaction). (7) The miRNA is hsa-miR-6878-5p with sequence AGGGAGAAAGCUAGAAGCUGAAG. Result: 0 (no interaction). The protein sequence of the target gene is MERVTLALLLLAGLTALEANDPFANKDDPFYYDWKNLQLSGLICGGLLAIAGIAAVLSGKCKCKSSQKQHSPVPEKAIPLITPGSATTC.